Dataset: Catalyst prediction with 721,799 reactions and 888 catalyst types from USPTO. Task: Predict which catalyst facilitates the given reaction. (1) Reactant: FC(F)(F)S(O[C:7]1[CH:8]=[CH:9][CH:10]=[C:11]2[C:16]=1[N:15]=[C:14]([C:17]1[N:21]3[CH:22]=[CH:23][C:24]([O:26][CH2:27][CH2:28][O:29][CH3:30])=[CH:25][C:20]3=[N:19][N:18]=1)[CH:13]=[CH:12]2)(=O)=O.[N:33]1([C:39]([O:41][C:42]([CH3:45])([CH3:44])[CH3:43])=[O:40])[CH2:38][CH2:37][NH:36][CH2:35][CH2:34]1.C([O-])([O-])=O.[Cs+].[Cs+]. Product: [CH3:30][O:29][CH2:28][CH2:27][O:26][C:24]1[CH:23]=[CH:22][N:21]2[C:17]([C:14]3[CH:13]=[CH:12][C:11]4[C:16](=[C:7]([N:36]5[CH2:35][CH2:34][N:33]([C:39]([O:41][C:42]([CH3:45])([CH3:44])[CH3:43])=[O:40])[CH2:38][CH2:37]5)[CH:8]=[CH:9][CH:10]=4)[N:15]=3)=[N:18][N:19]=[C:20]2[CH:25]=1. The catalyst class is: 101. (2) Reactant: C([O:3][C:4](=O)[CH2:5][O:6][C:7]1[CH:12]=[C:11]([Cl:13])[C:10]([Cl:14])=[CH:9][C:8]=1[N+:15]([O-])=O)C.O.O.Cl[Sn]Cl.CC#N.O.FC(F)(F)C(O)=O. Product: [Cl:14][C:10]1[C:11]([Cl:13])=[CH:12][C:7]2[O:6][CH2:5][C:4](=[O:3])[NH:15][C:8]=2[CH:9]=1. The catalyst class is: 8. (3) Reactant: [CH:1]1([C:7]2[C:8]3[CH:9]=[CH:10][C:11]([C:28]([O:30][CH3:31])=[O:29])=[CH:12][C:13]=3[N:14]3[C:21]=2[C:20]2[CH:22]=[CH:23][C:24]([F:26])=[CH:25][C:19]=2[O:18][CH2:17][C@@H:16]([OH:27])[CH2:15]3)[CH2:6][CH2:5][CH2:4][CH2:3][CH2:2]1. Product: [CH:1]1([C:7]2[C:8]3[CH:9]=[CH:10][C:11]([C:28]([O:30][CH3:31])=[O:29])=[CH:12][C:13]=3[N:14]3[C:21]=2[C:20]2[CH:22]=[CH:23][C:24]([F:26])=[CH:25][C:19]=2[O:18][CH2:17][C:16](=[O:27])[CH2:15]3)[CH2:2][CH2:3][CH2:4][CH2:5][CH2:6]1. The catalyst class is: 91. (4) Reactant: [NH:1]1[CH2:6][CH2:5][CH:4]([NH:7][C:8]2[O:9][C:10]3[C:16]([S:17]([N:20]4[CH2:24][CH2:23][CH2:22][CH2:21]4)(=[O:19])=[O:18])=[CH:15][CH:14]=[CH:13][C:11]=3[N:12]=2)[CH2:3][CH2:2]1.[CH2:25]([O:27][C:28]1[CH:29]=[C:30]([CH:33]=[C:34]([O:37][CH2:38][CH3:39])[C:35]=1[F:36])[CH:31]=O)[CH3:26].C([BH3-])#N.[Na+].C(N(C(C)C)C(C)C)C. Product: [CH2:25]([O:27][C:28]1[CH:29]=[C:30]([CH:33]=[C:34]([O:37][CH2:38][CH3:39])[C:35]=1[F:36])[CH2:31][N:1]1[CH2:2][CH2:3][CH:4]([NH:7][C:8]2[O:9][C:10]3[C:16]([S:17]([N:20]4[CH2:24][CH2:23][CH2:22][CH2:21]4)(=[O:19])=[O:18])=[CH:15][CH:14]=[CH:13][C:11]=3[N:12]=2)[CH2:5][CH2:6]1)[CH3:26]. The catalyst class is: 212. (5) Reactant: [C:1]([N:9]1[CH2:14][CH2:13][N:12]([C:15](=[O:30])[C@@H:16]([O:18][C:19]2[CH:28]=[CH:27][CH:26]=[C:25]3[C:20]=2[CH:21]=[CH:22][C:23](Cl)=[N:24]3)[CH3:17])[C@H:11]([CH3:31])[CH2:10]1)(=[O:8])[C:2]1[CH:7]=[CH:6][CH:5]=[CH:4][CH:3]=1.C(O)(=[O:34])C. Product: [C:1]([N:9]1[CH2:14][CH2:13][N:12]([C:15](=[O:30])[C@H:16]([CH3:17])[O:18][C:19]2[CH:28]=[CH:27][CH:26]=[C:25]3[C:20]=2[CH:21]=[CH:22][C:23](=[O:34])[NH:24]3)[C@H:11]([CH3:31])[CH2:10]1)(=[O:8])[C:2]1[CH:7]=[CH:6][CH:5]=[CH:4][CH:3]=1. The catalyst class is: 6.